This data is from Full USPTO retrosynthesis dataset with 1.9M reactions from patents (1976-2016). The task is: Predict the reactants needed to synthesize the given product. (1) Given the product [O:21]1[C:2]2([CH2:9][CH2:8][CH2:7][CH2:6][C:5]3([O:1][CH2:10]3)[O:4][CH2:3]2)[CH2:19]1, predict the reactants needed to synthesize it. The reactants are: [O:1]1[C:5]2([CH2:10][CH2:9][C:8](=O)[CH2:7][CH2:6]2)[O:4][CH2:3][CH2:2]1.[I-].C[S+](C)(C)=O.C[C:19](C)([O-:21])C.[K+]. (2) The reactants are: [C:1]([O:5][C:6]([N:8]([CH3:40])[C@@H:9]([CH3:39])[C:10]([NH:12][C@@H:13]([CH:33]1[CH2:38][CH2:37][CH2:36][CH2:35][CH2:34]1)[C:14]([N:16]1[C@H:21]([C:22]2[S:23][CH:24]=[C:25]([C:27](O)=[O:28])[N:26]=2)[CH2:20][N:19]2[CH2:30][CH2:31][CH2:32][C@@H:18]2[CH2:17]1)=[O:15])=[O:11])=[O:7])([CH3:4])([CH3:3])[CH3:2].[C:41]1([SH:47])[CH:46]=[CH:45][CH:44]=[CH:43][CH:42]=1.C1(N=C=NC2CCCCC2)CCCCC1. Given the product [C:1]([O:5][C:6]([N:8]([CH3:40])[C@H:9]([C:10]([NH:12][C@@H:13]([CH:33]1[CH2:34][CH2:35][CH2:36][CH2:37][CH2:38]1)[C:14]([N:16]1[C@H:21]([C:22]2[S:23][CH:24]=[C:25]([C:27](=[O:28])[S:47][C:41]3[CH:46]=[CH:45][CH:44]=[CH:43][CH:42]=3)[N:26]=2)[CH2:20][N:19]2[CH2:30][CH2:31][CH2:32][C@@H:18]2[CH2:17]1)=[O:15])=[O:11])[CH3:39])=[O:7])([CH3:3])([CH3:4])[CH3:2], predict the reactants needed to synthesize it. (3) Given the product [CH3:29][C:23]1[CH:24]=[CH:25][CH:26]=[C:27]([CH3:28])[C:22]=1[C:21]1[C:15]2[O:14][CH:13]([CH2:12][NH:32][CH3:31])[CH2:17][C:16]=2[CH:18]=[C:19]([CH3:30])[CH:20]=1, predict the reactants needed to synthesize it. The reactants are: CC1C=CC(S(O[CH2:12][CH:13]2[CH2:17][C:16]3[CH:18]=[C:19]([CH3:30])[CH:20]=[C:21]([C:22]4[C:27]([CH3:28])=[CH:26][CH:25]=[CH:24][C:23]=4[CH3:29])[C:15]=3[O:14]2)(=O)=O)=CC=1.[CH3:31][NH2:32].